Dataset: Catalyst prediction with 721,799 reactions and 888 catalyst types from USPTO. Task: Predict which catalyst facilitates the given reaction. Reactant: [CH3:1][CH:2]([CH3:12])[CH2:3][CH2:4][CH2:5][CH2:6][CH2:7][CH2:8][C:9]([OH:11])=[O:10].[CH:13]1([NH2:19])[CH2:18][CH2:17][CH2:16][CH2:15][CH2:14]1. Product: [CH:13]1([NH2:19])[CH2:18][CH2:17][CH2:16][CH2:15][CH2:14]1.[CH3:1][CH:2]([CH3:12])[CH2:3][CH2:4][CH2:5][CH2:6][CH2:7][CH2:8][C:9]([OH:11])=[O:10]. The catalyst class is: 194.